From a dataset of Reaction yield outcomes from USPTO patents with 853,638 reactions. Predict the reaction yield, written as a fraction of the theoretical maximum amount of product (1.0 means a 100% yield; for example, 0.34 means a 34% yield). The reactants are [NH2:1][CH2:2][C:3]1[CH:4]=[C:5]2[C:9](=[CH:10][CH:11]=1)[C:8](=[O:12])[N:7]([CH:13]1[CH2:18][CH2:17][C:16](=[O:19])[NH:15][C:14]1=[O:20])[CH2:6]2.S(O)(=O)(=O)C.[F:26][C:27]([F:38])([C:31]1([OH:37])[CH2:36][CH2:35][CH2:34][CH2:33][CH2:32]1)[C:28](O)=[O:29].C(N(C(C)C)CC)(C)C.F[P-](F)(F)(F)(F)F.CN(C(N(C)C)=[N+]1C2C(=NC=CC=2)[N+]([O-])=N1)C. The yield is 0.674. The product is [O:20]=[C:14]1[CH:13]([N:7]2[CH2:6][C:5]3[C:9](=[CH:10][CH:11]=[C:3]([CH2:2][NH:1][C:28](=[O:29])[C:27]([F:26])([F:38])[C:31]4([OH:37])[CH2:36][CH2:35][CH2:34][CH2:33][CH2:32]4)[CH:4]=3)[C:8]2=[O:12])[CH2:18][CH2:17][C:16](=[O:19])[NH:15]1. The catalyst is CS(C)=O.CN(C)C=O.